From a dataset of Forward reaction prediction with 1.9M reactions from USPTO patents (1976-2016). Predict the product of the given reaction. Given the reactants [OH:1][CH2:2][C:3]1[CH:4]=[C:5]([S:9][C:10]2[N:11]=[CH:12][CH:13]=[C:14]([CH:17]=2)[C:15]#[N:16])[CH:6]=[CH:7][CH:8]=1.[CH2:18]([C:20]1[C:21]([OH:30])=[C:22]([C:27](=[O:29])[CH3:28])[CH:23]=[CH:24][C:25]=1O)[CH3:19], predict the reaction product. The product is: [C:27]([C:22]1[CH:23]=[CH:24][C:25]([O:1][CH2:2][C:3]2[CH:4]=[C:5]([S:9][C:10]3[N:11]=[CH:12][CH:13]=[C:14]([CH:17]=3)[C:15]#[N:16])[CH:6]=[CH:7][CH:8]=2)=[C:20]([CH2:18][CH3:19])[C:21]=1[OH:30])(=[O:29])[CH3:28].